From a dataset of Reaction yield outcomes from USPTO patents with 853,638 reactions. Predict the reaction yield, written as a fraction of the theoretical maximum amount of product (1.0 means a 100% yield; for example, 0.34 means a 34% yield). (1) The reactants are Cl.[Cl:2][C:3]1[C:8]([F:9])=[CH:7][CH:6]=[C:5]([Cl:10])[C:4]=1[CH:11]([O:14][Si:15]([CH2:20][CH3:21])([CH2:18][CH3:19])[CH2:16][CH3:17])[CH2:12][NH2:13].C([O-])(O)=O.[Na+]. The catalyst is C(Cl)Cl. The product is [Cl:2][C:3]1[C:8]([F:9])=[CH:7][CH:6]=[C:5]([Cl:10])[C:4]=1[CH:11]([O:14][Si:15]([CH2:16][CH3:17])([CH2:20][CH3:21])[CH2:18][CH3:19])[CH2:12][NH2:13]. The yield is 0.820. (2) The reactants are N[C:2]1[N:10]=[C:9]2[C:5]([N:6]=[CH:7][N:8]2[C@@H]2O[C@H](CO)[C@@H](O)[C@H]2O)=[C:4](N)[N:3]=1.CN(C=O)C.CC([Si](Cl)(C(C)C)C(C)C)C. The catalyst is N1C=CC=CC=1. The product is [N:3]1[CH:4]=[C:5]2[C:9]([N:8]=[CH:7][NH:6]2)=[N:10][CH:2]=1. The yield is 0.890. (3) The product is [N:60]([C:63]1[CH:91]=[CH:90][C:66]([CH2:67][O:68][C:69]([NH:71][CH2:72][CH2:73][CH2:74][C@@H:75]([NH:82][C:83]([O:85][C:86]([CH3:87])([CH3:89])[CH3:88])=[O:84])[C:76]([O:40][C@H:39]2[C@@H:38]([OH:41])[C@H:37]([N:42]3[CH:50]=[N:49][C:48]4[C:43]3=[N:44][CH:45]=[N:46][C:47]=4[NH2:51])[O:36][C@H:35]2[CH2:34][O:33][P:30]([O:29][C@H:28]2[CH2:27][C@H:26]([N:52]3[CH:57]=[CH:56][C:55]([NH2:58])=[N:54][C:53]3=[O:59])[O:25][C@@H:24]2[CH2:23][O:22][P:18]([OH:21])([OH:20])=[O:19])([OH:32])=[O:31])=[O:77])=[O:70])=[CH:65][CH:64]=1)=[N+:61]=[N-:62]. The catalyst is C(#N)C. The reactants are C([N+](CCCC)(CCCC)CCCC)CCC.[P:18]([O:22][CH2:23][C@@H:24]1[C@@H:28]([O:29][P:30]([O:33][CH2:34][C@@H:35]2[C@@H:39]([OH:40])[C@@H:38]([OH:41])[C@H:37]([N:42]3[CH:50]=[N:49][C:48]4[C:43]3=[N:44][CH:45]=[N:46][C:47]=4[NH2:51])[O:36]2)([OH:32])=[O:31])[CH2:27][C@H:26]([N:52]2[CH:57]=[CH:56][C:55]([NH2:58])=[N:54][C:53]2=[O:59])[O:25]1)([OH:21])([OH:20])=[O:19].[N:60]([C:63]1[CH:91]=[CH:90][C:66]([CH2:67][O:68][C:69]([NH:71][CH2:72][CH2:73][CH2:74][C@H:75]([NH:82][C:83]([O:85][C:86]([CH3:89])([CH3:88])[CH3:87])=[O:84])[C:76](OCC#N)=[O:77])=[O:70])=[CH:65][CH:64]=1)=[N+:61]=[N-:62]. The yield is 0.240. (4) The reactants are [CH2:1]([N:3]1[CH2:8][CH2:7][CH:6]([N:9]2[CH2:14][CH2:13][CH:12]([NH:15]C(=O)OC(C)(C)C)[CH2:11][CH2:10]2)[CH2:5][CH2:4]1)[CH3:2].[ClH:23]. The catalyst is CO. The product is [ClH:23].[CH2:1]([N:3]1[CH2:4][CH2:5][CH:6]([N:9]2[CH2:10][CH2:11][CH:12]([NH2:15])[CH2:13][CH2:14]2)[CH2:7][CH2:8]1)[CH3:2]. The yield is 0.960. (5) The reactants are [CH3:1][C:2]1([CH:5]=O)[CH2:4][CH2:3]1.[Cl:7][C:8]1[CH:13]=[C:12]([F:14])[CH:11]=[C:10]([Cl:15])[C:9]=1[CH:16]([O:19][Si:20]([CH2:25][CH3:26])([CH2:23][CH3:24])[CH2:21][CH3:22])[CH2:17][NH2:18].[BH4-].[Na+]. The catalyst is CO. The product is [Cl:7][C:8]1[CH:13]=[C:12]([F:14])[CH:11]=[C:10]([Cl:15])[C:9]=1[CH:16]([O:19][Si:20]([CH2:21][CH3:22])([CH2:25][CH3:26])[CH2:23][CH3:24])[CH2:17][NH:18][CH2:5][C:2]1([CH3:1])[CH2:3][CH2:4]1. The yield is 0.728. (6) The reactants are [F:1][C:2]1[CH:36]=[C:35]([NH:37][C:38]([NH:40][C:41](=[O:49])[CH2:42][C:43]2[CH:48]=[CH:47][CH:46]=[CH:45][CH:44]=2)=[S:39])[CH:34]=[CH:33][C:3]=1[O:4][C:5]1[CH:10]=[CH:9][N:8]=[C:7]2[CH:11]=[C:12]([C:14]3[CH:15]=[C:16]([CH:30]=[CH:31][CH:32]=3)[CH2:17][N:18]([CH2:26][CH2:27][O:28][CH3:29])C(=O)OC(C)(C)C)[S:13][C:6]=12.C(O)(C(F)(F)F)=O. The catalyst is C(Cl)Cl. The product is [F:1][C:2]1[CH:36]=[C:35]([NH:37][C:38]([NH:40][C:41](=[O:49])[CH2:42][C:43]2[CH:44]=[CH:45][CH:46]=[CH:47][CH:48]=2)=[S:39])[CH:34]=[CH:33][C:3]=1[O:4][C:5]1[CH:10]=[CH:9][N:8]=[C:7]2[CH:11]=[C:12]([C:14]3[CH:32]=[CH:31][CH:30]=[C:16]([CH2:17][NH:18][CH2:26][CH2:27][O:28][CH3:29])[CH:15]=3)[S:13][C:6]=12. The yield is 0.630. (7) The reactants are C([O:5][C@H:6]([C@H:8]1[CH2:12][O:11][C:10](=[O:13])[N:9]1[C:14]1[CH:19]=[CH:18][N:17]=[C:16]([F:20])[N:15]=1)[CH3:7])(C)(C)C.C(O)(C(F)(F)F)=O. The catalyst is C(Cl)Cl. The product is [F:20][C:16]1[N:15]=[C:14]([N:9]2[C@@H:8]([C@@H:6]([OH:5])[CH3:7])[CH2:12][O:11][C:10]2=[O:13])[CH:19]=[CH:18][N:17]=1. The yield is 0.950.